The task is: Predict the reactants needed to synthesize the given product.. This data is from Full USPTO retrosynthesis dataset with 1.9M reactions from patents (1976-2016). The reactants are: Cl.[Br:2][C:3]1[CH:4]=[C:5]2[C:10](=[CH:11][CH:12]=1)[CH2:9][NH:8][CH2:7][CH2:6]2.C(N(CC)CC)C.[C:20](Cl)(=[O:22])[CH3:21]. Given the product [Br:2][C:3]1[CH:4]=[C:5]2[C:10](=[CH:11][CH:12]=1)[CH2:9][N:8]([C:20](=[O:22])[CH3:21])[CH2:7][CH2:6]2, predict the reactants needed to synthesize it.